This data is from Reaction yield outcomes from USPTO patents with 853,638 reactions. The task is: Predict the reaction yield, written as a fraction of the theoretical maximum amount of product (1.0 means a 100% yield; for example, 0.34 means a 34% yield). (1) The reactants are [CH3:1][O:2][C:3]([C:5]1[N:9]([CH3:10])[C:8](Br)=[N:7][CH:6]=1)=[O:4].[C:12]1(B(O)O)[CH:17]=[CH:16][CH:15]=[CH:14][CH:13]=1.C([O-])([O-])=O.[K+].[K+]. The catalyst is C1(C)C=CC=CC=1.CCO.C1C=CC(P(C2C=CC=CC=2)[C-]2C=CC=C2)=CC=1.C1C=CC(P(C2C=CC=CC=2)[C-]2C=CC=C2)=CC=1.Cl[Pd]Cl.[Fe+2]. The product is [CH3:10][N:9]1[C:5]([C:3]([O:2][CH3:1])=[O:4])=[CH:6][N:7]=[C:8]1[C:12]1[CH:17]=[CH:16][CH:15]=[CH:14][CH:13]=1. The yield is 0.810. (2) The reactants are [CH2:1]([N:8]1[CH2:13][CH2:12][C:11](=O)[CH2:10][CH2:9]1)[C:2]1[CH:7]=[CH:6][CH:5]=[CH:4][CH:3]=1.[NH2:15][C:16]1[CH:21]=[CH:20][CH:19]=[CH:18][CH:17]=1.O.[C:23]1(C)[CH:28]=CC(S(O)(=O)=O)=[CH:25][CH:24]=1. The catalyst is C1(C)C=CC=CC=1. The product is [CH2:1]([N:8]1[CH2:13][CH2:12][C:11]([NH:15][C:16]2[CH:21]=[CH:20][CH:19]=[CH:18][CH:17]=2)([CH2:28][CH2:23][CH2:24][CH3:25])[CH2:10][CH2:9]1)[C:2]1[CH:7]=[CH:6][CH:5]=[CH:4][CH:3]=1. The yield is 0.220. (3) The reactants are [F:1][C:2]1[CH:7]=[C:6]([NH:8][CH2:9][C:10]2[CH:11]=[C:12]([C:17]3[C:22]([CH3:23])=[CH:21][C:20]([O:24][CH2:25][C:26]4([OH:34])[CH2:31][CH2:30][S:29](=[O:33])(=[O:32])[CH2:28][CH2:27]4)=[CH:19][C:18]=3[CH3:35])[C:13]([CH3:16])=[CH:14][CH:15]=2)[CH:5]=[CH:4][C:3]=1[CH2:36][CH2:37][C:38]([OH:40])=[O:39].[OH-].[Na+].[Cl-].[Ca+2:44].[Cl-]. The catalyst is CO. The product is [Ca+2:44].[F:1][C:2]1[CH:7]=[C:6]([NH:8][CH2:9][C:10]2[CH:11]=[C:12]([C:17]3[C:22]([CH3:23])=[CH:21][C:20]([O:24][CH2:25][C:26]4([OH:34])[CH2:27][CH2:28][S:29](=[O:33])(=[O:32])[CH2:30][CH2:31]4)=[CH:19][C:18]=3[CH3:35])[C:13]([CH3:16])=[CH:14][CH:15]=2)[CH:5]=[CH:4][C:3]=1[CH2:36][CH2:37][C:38]([O-:40])=[O:39].[F:1][C:2]1[CH:7]=[C:6]([NH:8][CH2:9][C:10]2[CH:11]=[C:12]([C:17]3[C:22]([CH3:23])=[CH:21][C:20]([O:24][CH2:25][C:26]4([OH:34])[CH2:27][CH2:28][S:29](=[O:33])(=[O:32])[CH2:30][CH2:31]4)=[CH:19][C:18]=3[CH3:35])[C:13]([CH3:16])=[CH:14][CH:15]=2)[CH:5]=[CH:4][C:3]=1[CH2:36][CH2:37][C:38]([O-:40])=[O:39]. The yield is 0.550. (4) The reactants are [CH3:1][O:2][C:3]1[CH:8]=[C:7]([NH:9][C:10](=[O:35])[C:11]2[CH:16]=[C:15]([CH2:17][C:18]3[C:19](=[O:30])[C:20]([O:28][CH3:29])=[C:21]([O:26][CH3:27])[C:22](=[O:25])[C:23]=3[CH3:24])[CH:14]=[CH:13][C:12]=2[O:31]C(=O)C)[CH:6]=[CH:5][N:4]=1.C(=O)([O-])O.[Na+]. The catalyst is CO.O. The product is [CH3:1][O:2][C:3]1[CH:8]=[C:7]([NH:9][C:10](=[O:35])[C:11]2[CH:16]=[C:15]([CH2:17][C:18]3[C:19](=[O:30])[C:20]([O:28][CH3:29])=[C:21]([O:26][CH3:27])[C:22](=[O:25])[C:23]=3[CH3:24])[CH:14]=[CH:13][C:12]=2[OH:31])[CH:6]=[CH:5][N:4]=1. The yield is 0.550. (5) The product is [Si:1]([O:8][C@H:9]1[C@H:22](/[CH:23]=[CH:24]/[C@@H:25]([OH:31])[CH2:26][CH2:27][CH2:28][CH2:29][CH3:30])[C@H:12]2[CH2:13][C:14]3[C:19]([CH2:20][C@H:11]2[CH2:10]1)=[C:18]([O:21][CH2:43][C:42]([O:45][CH3:46])=[O:44])[CH:17]=[CH:16][CH:15]=3)([C:4]([CH3:7])([CH3:6])[CH3:5])([CH3:3])[CH3:2]. The reactants are [Si:1]([O:8][C@H:9]1[C@H:22](/[CH:23]=[CH:24]/[C@@H:25]([O:31][Si](C(C)(C)C)(C)C)[CH2:26][CH2:27][CH2:28][CH2:29][CH3:30])[C@H:12]2[CH2:13][C:14]3[CH:15]=[CH:16][CH:17]=[C:18]([OH:21])[C:19]=3[CH2:20][C@H:11]2[CH2:10]1)([C:4]([CH3:7])([CH3:6])[CH3:5])([CH3:3])[CH3:2].[OH-].[Na+].Cl.[C:42]([O:45][CH2:46]C)(=[O:44])[CH3:43]. The yield is 0.580. The catalyst is BrCC(OC)=O. (6) The product is [NH2:28][C:24]1[CH:23]=[C:22]([CH:27]=[CH:26][N:25]=1)[C:21]([NH:20][C:17]1[S:18][CH:19]=[C:15]([C:11]2[C:10]([CH3:32])=[CH:9][C:8]([O:7][C:6]3[CH:5]=[CH:4][C:3]([O:2][CH3:1])=[CH:34][CH:33]=3)=[CH:13][C:12]=2[CH3:14])[N:16]=1)=[O:31]. The catalyst is C(O)C.[Pd]. The yield is 0.590. The reactants are [CH3:1][O:2][C:3]1[CH:34]=[CH:33][C:6]([O:7][C:8]2[CH:13]=[C:12]([CH3:14])[C:11]([C:15]3[N:16]=[C:17]([NH:20][C:21](=[O:31])[C:22]4[CH:27]=[CH:26][N:25]=[C:24]([N+:28]([O-])=O)[CH:23]=4)[S:18][CH:19]=3)=[C:10]([CH3:32])[CH:9]=2)=[CH:5][CH:4]=1. (7) The reactants are [C:1]12([C:11](=[O:23])[CH2:12][S:13]([CH2:15][C:16]3[CH:21]=[CH:20][C:19]([Cl:22])=[CH:18][CH:17]=3)=[O:14])[CH2:10][CH:5]3[CH2:6][CH:7]([CH2:9][CH:3]([CH2:4]3)[CH2:2]1)[CH2:8]2.C1C=C(Cl)C=C(C(OO)=[O:32])C=1. The catalyst is C(Cl)Cl. The product is [C:1]12([C:11](=[O:23])[CH2:12][S:13]([CH2:15][C:16]3[CH:17]=[CH:18][C:19]([Cl:22])=[CH:20][CH:21]=3)(=[O:32])=[O:14])[CH2:8][CH:7]3[CH2:9][CH:3]([CH2:4][CH:5]([CH2:6]3)[CH2:10]1)[CH2:2]2. The yield is 0.680.